From a dataset of Peptide-MHC class II binding affinity with 134,281 pairs from IEDB. Regression. Given a peptide amino acid sequence and an MHC pseudo amino acid sequence, predict their binding affinity value. This is MHC class II binding data. (1) The peptide sequence is GELEFEEFVSLASRF. The MHC is HLA-DPA10201-DPB11401 with pseudo-sequence HLA-DPA10201-DPB11401. The binding affinity (normalized) is 0.161. (2) The peptide sequence is GVDYTITVYAVTYYK. The MHC is DRB4_0101 with pseudo-sequence DRB4_0103. The binding affinity (normalized) is 0.0516. (3) The peptide sequence is KECPFSNRVWNSFQI. The MHC is DRB3_0101 with pseudo-sequence DRB3_0101. The binding affinity (normalized) is 0.176. (4) The peptide sequence is GCGLFGKGSIVACAK. The MHC is HLA-DQA10201-DQB10402 with pseudo-sequence HLA-DQA10201-DQB10402. The binding affinity (normalized) is 0. (5) The peptide sequence is PELVPEDPEDSALLEDPAGT. The MHC is DRB1_0301 with pseudo-sequence DRB1_0301. The binding affinity (normalized) is 0.260. (6) The peptide sequence is LPKPPKPVSKMRMATPLLMQALPM. The MHC is DRB1_0803 with pseudo-sequence QEFFIASGAAVDAIMESGFDYYSIDRLTYHVGFT. The binding affinity (normalized) is 0.372. (7) The peptide sequence is SNNGIKQQGIRYANP. The MHC is HLA-DQA10102-DQB10502 with pseudo-sequence HLA-DQA10102-DQB10502. The binding affinity (normalized) is 0.310. (8) The peptide sequence is WLDAKSTWYGKPTGA. The MHC is DRB1_1302 with pseudo-sequence DRB1_1302. The binding affinity (normalized) is 0. (9) The peptide sequence is DQRGSGQVVTYALNT. The MHC is DRB3_0101 with pseudo-sequence DRB3_0101. The binding affinity (normalized) is 0.313.